Dataset: Full USPTO retrosynthesis dataset with 1.9M reactions from patents (1976-2016). Task: Predict the reactants needed to synthesize the given product. (1) The reactants are: [CH3:1][C:2]1[CH:3]=[CH:4][C:5]2[S:9][C:8]([S:10](Cl)(=[O:12])=[O:11])=[CH:7][C:6]=2[CH:14]=1.N1C=CC=CC=1.[NH2:21][C:22]1[CH:23]=[C:24]([CH:28]=[CH:29][CH:30]=1)[C:25]([OH:27])=[O:26]. Given the product [CH3:1][C:2]1[CH:3]=[CH:4][C:5]2[S:9][C:8]([S:10]([NH:21][C:22]3[CH:23]=[C:24]([CH:28]=[CH:29][CH:30]=3)[C:25]([OH:27])=[O:26])(=[O:12])=[O:11])=[CH:7][C:6]=2[CH:14]=1, predict the reactants needed to synthesize it. (2) Given the product [ClH:25].[ClH:1].[CH3:18][O:19][C:20]1[CH:27]=[CH:26][C:23]([CH2:24][N:15]2[CH2:16][CH2:17][N:12]([CH2:3][C:4]([C:6]3[CH:7]=[CH:8][CH:9]=[CH:10][CH:11]=3)=[O:5])[CH2:13][CH2:14]2)=[CH:22][CH:21]=1, predict the reactants needed to synthesize it. The reactants are: [ClH:1].Cl.[CH2:3]([N:12]1[CH2:17][CH2:16][NH:15][CH2:14][CH2:13]1)[C:4]([C:6]1[CH:11]=[CH:10][CH:9]=[CH:8][CH:7]=1)=[O:5].[CH3:18][O:19][C:20]1[CH:27]=[CH:26][C:23]([CH2:24][Cl:25])=[CH:22][CH:21]=1.C([O-])([O-])=O.[K+].[K+]. (3) Given the product [CH3:22][N:12]1[CH:13]=[C:14]([C:16]2[CH:21]=[CH:20][CH:19]=[CH:18][CH:17]=2)[N:15]=[C:11]1[CH2:10][CH2:9][NH:8][C:7]([C:6]1[N:2]([CH3:1])[N:3]=[N:4][C:5]=1[C:24]([N:27]1[CH2:30][CH2:29][CH2:28]1)=[O:26])=[O:23], predict the reactants needed to synthesize it. The reactants are: [CH3:1][N:2]1[C:6]([C:7](=[O:23])[NH:8][CH2:9][CH2:10][C:11]2[N:12]([CH3:22])[CH:13]=[C:14]([C:16]3[CH:21]=[CH:20][CH:19]=[CH:18][CH:17]=3)[N:15]=2)=[C:5]([C:24]([OH:26])=O)[N:4]=[N:3]1.[NH:27]1[CH2:30][CH2:29][CH2:28]1. (4) Given the product [NH2:2][C:3]1[C:8]([C:9]#[N:10])=[CH:7][CH:6]=[C:5]([Cl:12])[N:4]=1, predict the reactants needed to synthesize it. The reactants are: Cl.[NH2:2][C:3]1[C:8]([CH:9]=[N:10]O)=[CH:7][CH:6]=[C:5]([Cl:12])[N:4]=1.N1C=CC=CC=1.FC(F)(F)C(OC(=O)C(F)(F)F)=O. (5) Given the product [NH:1]1[C:9]2[C:4](=[CH:5][CH:6]=[CH:7][CH:8]=2)[C:3]([NH:30][C:31]([N:25]2[CH2:26][CH2:27][N:22]([C:19]3[CH:18]=[CH:17][C:16]([F:15])=[CH:21][CH:20]=3)[CH2:23][CH2:24]2)=[O:32])=[N:2]1, predict the reactants needed to synthesize it. The reactants are: [NH:1]1[C:9]2[C:4](=[CH:5][CH:6]=[CH:7][CH:8]=2)[C:3](C(N=[N+]=[N-])=O)=[N:2]1.[F:15][C:16]1[CH:21]=[CH:20][C:19]([N:22]2[CH2:27][CH2:26][NH:25][CH2:24][CH2:23]2)=[CH:18][CH:17]=1.O.C[N:30](C)[CH:31]=[O:32]. (6) The reactants are: [NH:1]1[CH:5]=[CH:4][CH:3]=[N:2]1.Br[CH:7]1[CH2:12][CH2:11][O:10][CH2:9][CH2:8]1.C(=O)([O-])O.[Na+]. Given the product [O:10]1[CH2:11][CH2:12][CH:7]([N:1]2[CH:5]=[CH:4][CH:3]=[N:2]2)[CH2:8][CH2:9]1, predict the reactants needed to synthesize it. (7) Given the product [NH2:23][CH:22]([CH2:5][CH2:4][C:3]([F:8])([F:7])[C:2]([F:10])([F:9])[F:1])[C:21]#[N:20], predict the reactants needed to synthesize it. The reactants are: [F:1][C:2]([F:10])([F:9])[C:3]([F:8])([F:7])[CH2:4][CH2:5]I.[OH-].[K+].C1C=CC(C(C2C=CC=CC=2)=[N:20][CH2:21][C:22]#[N:23])=CC=1.